This data is from Forward reaction prediction with 1.9M reactions from USPTO patents (1976-2016). The task is: Predict the product of the given reaction. (1) Given the reactants [C:1]1([C:7]2[CH:11]=[C:10]([C:12]3[CH:17]=[CH:16][CH:15]=[CH:14][CH:13]=3)[NH:9][N:8]=2)[CH:6]=[CH:5][CH:4]=[CH:3][CH:2]=1.[H-].[Na+].[I-].[Na+].Br[CH2:23][C:24]1[CH:33]=[CH:32][C:27]([C:28]([O:30][CH3:31])=[O:29])=[CH:26][C:25]=1[O:34][CH:35]([CH3:37])[CH3:36], predict the reaction product. The product is: [C:1]1([C:7]2[CH:11]=[C:10]([C:12]3[CH:17]=[CH:16][CH:15]=[CH:14][CH:13]=3)[N:9]([CH2:23][C:24]3[CH:33]=[CH:32][C:27]([C:28]([O:30][CH3:31])=[O:29])=[CH:26][C:25]=3[O:34][CH:35]([CH3:37])[CH3:36])[N:8]=2)[CH:6]=[CH:5][CH:4]=[CH:3][CH:2]=1. (2) Given the reactants [C:1]([C:3]1[CH:4]=[CH:5][C:6]2[O:10][C:9]([C:11]([C:22]3[C:30]([O:31][CH3:32])=[CH:29][C:28]([CH3:33])=[C:27]4[C:23]=3[CH:24]=[CH:25][N:26]4C([O-])=O)([O:16][CH2:17][C:18]([O:20]C)=[O:19])[C:12]([F:15])([F:14])[F:13])=[N:8][C:7]=2[CH:37]=1)#[N:2].[OH-].[Na+].OS([O-])(=O)=O.[K+].CCOC(C)=O, predict the reaction product. The product is: [C:1]([C:3]1[CH:4]=[CH:5][C:6]2[O:10][C:9]([C:11]([C:22]3[C:30]([O:31][CH3:32])=[CH:29][C:28]([CH3:33])=[C:27]4[C:23]=3[CH:24]=[CH:25][NH:26]4)([O:16][CH2:17][C:18]([OH:20])=[O:19])[C:12]([F:13])([F:14])[F:15])=[N:8][C:7]=2[CH:37]=1)#[N:2]. (3) The product is: [N:43]1([CH2:2][C:3]2[CH:4]=[CH:5][C:6]([CH:9]3[CH2:14][CH2:13][N:12]([C:15]([O:17][CH2:18][C:19]4[CH:24]=[CH:23][CH:22]=[CH:21][CH:20]=4)=[O:16])[CH2:11][CH:10]3[O:25][CH2:26][C:27]3[CH:28]=[CH:29][C:30]4[O:35][CH2:34][CH2:33][N:32]([CH2:36][CH2:37][CH2:38][O:39][CH3:40])[C:31]=4[CH:42]=3)=[CH:7][CH:8]=2)[CH:47]=[CH:46][N:45]=[CH:44]1. Given the reactants Cl[CH2:2][C:3]1[CH:8]=[CH:7][C:6]([CH:9]2[CH2:14][CH2:13][N:12]([C:15]([O:17][CH2:18][C:19]3[CH:24]=[CH:23][CH:22]=[CH:21][CH:20]=3)=[O:16])[CH2:11][CH:10]2[O:25][CH2:26][C:27]2[CH:28]=[CH:29][C:30]3[O:35][CH2:34][CH2:33][N:32]([CH2:36][CH2:37][CH2:38][O:39][CH2:40]C)[C:31]=3[CH:42]=2)=[CH:5][CH:4]=1.[NH:43]1[CH:47]=[CH:46][N:45]=[CH:44]1, predict the reaction product. (4) Given the reactants [F:1][C:2]1([F:20])[C:8]2([CH2:9][O:10]CC3C=CC(OC)=CC=3)[CH:3]1[CH2:4][CH2:5][CH2:6][CH2:7]2.C(C1C(=O)C(Cl)=C(Cl)C(=O)C=1C#N)#N.S([O-])([O-])(=O)=O.[Na+].[Na+], predict the reaction product. The product is: [F:1][C:2]1([F:20])[C:8]2([CH2:9][OH:10])[CH:3]1[CH2:4][CH2:5][CH2:6][CH2:7]2. (5) Given the reactants [F:1][C:2]1([F:24])[CH2:7][CH2:6][CH:5]([CH2:8][NH:9][C:10]([C:12]2[C:13]3[CH:14]=[CH:15][C:16](Cl)=[N:17][C:18]=3[CH:19]=[CH:20][C:21]=2[Cl:22])=[O:11])[CH2:4][CH2:3]1.CCN(C(C)C)C(C)C.[CH3:34][NH:35][C@H:36]1[CH2:40][CH2:39][NH:38][CH2:37]1, predict the reaction product. The product is: [F:1][C:2]1([F:24])[CH2:7][CH2:6][CH:5]([CH2:8][NH:9][C:10]([C:12]2[C:13]3[CH:14]=[CH:15][C:16]([N:38]4[CH2:39][CH2:40][C@H:36]([NH:35][CH3:34])[CH2:37]4)=[N:17][C:18]=3[CH:19]=[CH:20][C:21]=2[Cl:22])=[O:11])[CH2:4][CH2:3]1. (6) Given the reactants C[O:2][C:3](=[O:13])[C:4]1[CH:9]=[CH:8][CH:7]=[C:6]([CH2:10][CH2:11][OH:12])[CH:5]=1.[OH-].[Na+], predict the reaction product. The product is: [OH:12][CH2:11][CH2:10][C:6]1[CH:5]=[C:4]([CH:9]=[CH:8][CH:7]=1)[C:3]([OH:13])=[O:2]. (7) Given the reactants [CH3:1][O:2][C:3](=[O:23])[C:4]1[CH:9]=[C:8]([N:10]2[CH:14]=[CH:13][N:12]=[C:11]2[CH3:15])[C:7]([C:16]([F:19])([F:18])[F:17])=[CH:6][C:5]=1[N+:20]([O-])=O, predict the reaction product. The product is: [CH3:1][O:2][C:3](=[O:23])[C:4]1[CH:9]=[C:8]([N:10]2[CH:14]=[CH:13][N:12]=[C:11]2[CH3:15])[C:7]([C:16]([F:19])([F:17])[F:18])=[CH:6][C:5]=1[NH2:20].